Dataset: Catalyst prediction with 721,799 reactions and 888 catalyst types from USPTO. Task: Predict which catalyst facilitates the given reaction. (1) Reactant: C([O:3][C:4]([C:6]1[N:7]([CH3:20])[C:8]2[C:13]([CH:14]=1)=[CH:12][C:11]([C:15]([O:17]CC)=[O:16])=[CH:10][CH:9]=2)=[O:5])C.[OH-].[Na+]. Product: [CH3:20][N:7]1[C:8]2[C:13](=[CH:12][C:11]([C:15]([OH:17])=[O:16])=[CH:10][CH:9]=2)[CH:14]=[C:6]1[C:4]([OH:5])=[O:3]. The catalyst class is: 72. (2) Reactant: SC(S)C([N:5]([C:11]([O:13][C:14]([CH3:17])([CH3:16])[CH3:15])=[O:12])[CH:6]([CH2:9][OH:10])[CH2:7][OH:8])=O.[OH-].[Na+].II.[O-][S:24]([O-])(=[S:26])=O.[Na+].[Na+]. Product: [S:24]1[CH2:16][CH2:14][CH2:17][S:26]1.[C:11]([NH:5][CH:6]([CH2:7][OH:8])[CH2:9][OH:10])([O:13][C:14]([CH3:16])([CH3:17])[CH3:15])=[O:12]. The catalyst class is: 271. (3) Reactant: CC1(C)C2C=CC=C(P(C3C=CC=CC=3)C3C=CC=CC=3)C=2OC2C1=CC=CC=2P(C1C=CC=CC=1)C1C=CC=CC=1.[NH2:43][C:44]1[N:48]([C:49]([O:51][C:52]([CH3:55])([CH3:54])[CH3:53])=[O:50])[N:47]=[C:46]([CH3:56])[CH:45]=1.[Cl:57][C:58]1[N:63]=[C:62](Cl)[CH:61]=[C:60]([O:65][CH3:66])[N:59]=1.C(=O)([O-])[O-].[Cs+].[Cs+]. Product: [Cl:57][C:58]1[N:63]=[C:62]([NH:43][C:44]2[N:48]([C:49]([O:51][C:52]([CH3:53])([CH3:55])[CH3:54])=[O:50])[N:47]=[C:46]([CH3:56])[CH:45]=2)[CH:61]=[C:60]([O:65][CH3:66])[N:59]=1. The catalyst class is: 12. (4) Product: [CH3:29][S:30]([O:21][CH2:20][C:7]1[C:8]2[O:12][C:11]([C:13]3[CH:18]=[CH:17][CH:16]=[CH:15][CH:14]=3)=[CH:10][C:9]=2[CH:19]=[C:5]([S:2]([CH3:1])(=[O:4])=[O:3])[CH:6]=1)(=[O:32])=[O:31]. Reactant: [CH3:1][S:2]([C:5]1[CH:6]=[C:7]([CH2:20][OH:21])[C:8]2[O:12][C:11]([C:13]3[CH:18]=[CH:17][CH:16]=[CH:15][CH:14]=3)=[CH:10][C:9]=2[CH:19]=1)(=[O:4])=[O:3].C(N(CC)CC)C.[CH3:29][S:30](O[S:30]([CH3:29])(=[O:32])=[O:31])(=[O:32])=[O:31]. The catalyst class is: 4.